From a dataset of Reaction yield outcomes from USPTO patents with 853,638 reactions. Predict the reaction yield, written as a fraction of the theoretical maximum amount of product (1.0 means a 100% yield; for example, 0.34 means a 34% yield). (1) The reactants are [C:1]([C:3]1([NH2:9])[CH2:8][CH2:7][CH2:6][CH2:5][CH2:4]1)#[CH:2].[CH2:10]1[CH2:16][S:13](=[O:15])(=[O:14])[O:12][CH2:11]1. The catalyst is C1COCC1. The product is [C:1]([C:3]1([NH:9][CH2:11][CH2:10][CH2:16][S:13]([OH:15])(=[O:14])=[O:12])[CH2:8][CH2:7][CH2:6][CH2:5][CH2:4]1)#[CH:2]. The yield is 0.750. (2) The reactants are OC1C=C([CH2:8][C:9]#[N:10])C=CC=1.[CH2:11]=[O:12].[OH2:13].[C:14]1([CH3:24])[CH:19]=[CH:18][C:17](S(O)(=O)=O)=[CH:16][CH:15]=1. The catalyst is C1(C)C=CC=CC=1. The product is [O:12]1[C:15]2[CH:16]=[C:17]([CH2:8][C:9]#[N:10])[CH:18]=[CH:19][C:14]=2[CH2:24][O:13][CH2:11]1. The yield is 0.0500. (3) The product is [CH3:14][N:15]([CH3:16])[C:5]([C:4]1[CH:3]=[C:2]([CH:10]=[CH:9][CH:8]=1)[C:1]([O:12][CH3:13])=[O:11])=[O:6]. The reactants are [C:1]([O:12][CH3:13])(=[O:11])[C:2]1[CH:10]=[CH:9][CH:8]=[C:4]([C:5]([O-])=[O:6])[CH:3]=1.[CH3:14][NH:15][CH3:16].CCN=C=NCCCN(C)C.Cl.O.ON1C2C=CC=CC=2N=N1. The catalyst is C1COCC1.CO.O. The yield is 1.00. (4) The reactants are [N:1]1[C:10]2[C:5](=[CH:6][C:7]([NH2:11])=[CH:8][CH:9]=2)[CH:4]=[CH:3][CH:2]=1.C(N(CC)C(C)C)(C)C.Br[CH2:22][C:23]1[CH:33]=[CH:32][C:31]([O:34][CH3:35])=[CH:30][C:24]=1[C:25](OCC)=[O:26].O[Li].O. The catalyst is C(O)C.O. The product is [CH3:35][O:34][C:31]1[CH:30]=[C:24]2[C:23]([CH2:22][N:11]([C:7]3[CH:6]=[C:5]4[C:10](=[CH:9][CH:8]=3)[N:1]=[CH:2][CH:3]=[CH:4]4)[C:25]2=[O:26])=[CH:33][CH:32]=1. The yield is 0.330. (5) The reactants are [Br:1][C:2]1[CH:7]=[C:6]([S:8]([CH3:11])(=[O:10])=[O:9])[CH:5]=[CH:4][C:3]=1[OH:12].Cl[CH2:14][CH:15]1[CH2:17][CH2:16]1.C([O-])([O-])=O.[K+].[K+]. The catalyst is CC(C)=O. The product is [Br:1][C:2]1[CH:7]=[C:6]([S:8]([CH3:11])(=[O:9])=[O:10])[CH:5]=[CH:4][C:3]=1[O:12][CH2:14][CH:15]1[CH2:17][CH2:16]1. The yield is 0.286. (6) The reactants are [CH2:1]([O:3][C:4]([C:6]1[O:7][C:8]2[CH:15]=[CH:14][CH:13]=[C:12](OS(C(F)(F)F)(=O)=O)[C:9]=2[C:10]=1[CH3:11])=[O:5])[CH3:2].[CH3:24][O:25][CH2:26][C:27]#[CH:28].C(N(CC)CC)C.C(OCC)(=O)C.CCCCCC. The catalyst is CN(C=O)C.Cl[Pd](Cl)([P](C1C=CC=CC=1)(C1C=CC=CC=1)C1C=CC=CC=1)[P](C1C=CC=CC=1)(C1C=CC=CC=1)C1C=CC=CC=1. The product is [CH2:1]([O:3][C:4]([C:6]1[O:7][C:8]2[CH:15]=[CH:14][CH:13]=[C:12]([C:28]#[C:27][CH2:26][O:25][CH3:24])[C:9]=2[C:10]=1[CH3:11])=[O:5])[CH3:2]. The yield is 0.530.